Dataset: Catalyst prediction with 721,799 reactions and 888 catalyst types from USPTO. Task: Predict which catalyst facilitates the given reaction. Reactant: [CH:1]1([C@H:7]([NH:11][C:12]([C:14]2[CH:19]=[N:18][CH:17]=[CH:16][N:15]=2)=[O:13])[C:8]([OH:10])=O)[CH2:6][CH2:5][CH2:4][CH2:3][CH2:2]1.[NH2:20][C@H:21]([C:26]([O:28][CH3:29])=[O:27])[C:22]([CH3:25])([CH3:24])[CH3:23].Cl.C(N=C=NCCCN(C)C)C.ON1C2N=CC=CC=2N=N1. Product: [CH:1]1([C@H:7]([NH:11][C:12]([C:14]2[CH:19]=[N:18][CH:17]=[CH:16][N:15]=2)=[O:13])[C:8]([NH:20][C@@H:21]([C:22]([CH3:25])([CH3:24])[CH3:23])[C:26]([O:28][CH3:29])=[O:27])=[O:10])[CH2:2][CH2:3][CH2:4][CH2:5][CH2:6]1. The catalyst class is: 3.